From a dataset of Full USPTO retrosynthesis dataset with 1.9M reactions from patents (1976-2016). Predict the reactants needed to synthesize the given product. (1) Given the product [C:37]12([NH:42][C:30]([C:29]3[CH:28]=[C:27]([C:18]4[C:19]([O:21][CH2:22][C:23]([F:26])([F:25])[F:24])=[CH:20][C:10]5[O:9][C:8]([C:5]6[CH:6]=[CH:7][C:2]([F:1])=[CH:3][CH:4]=6)=[C:12]([C:13]([NH:14][CH3:15])=[O:16])[C:11]=5[CH:17]=4)[CH:35]=[CH:34][CH:33]=3)=[O:32])[CH2:41][CH:39]([CH2:40]1)[CH2:38]2, predict the reactants needed to synthesize it. The reactants are: [F:1][C:2]1[CH:7]=[CH:6][C:5]([C:8]2[O:9][C:10]3[CH:20]=[C:19]([O:21][CH2:22][C:23]([F:26])([F:25])[F:24])[C:18]([C:27]4[CH:28]=[C:29]([CH:33]=[CH:34][CH:35]=4)[C:30]([OH:32])=O)=[CH:17][C:11]=3[C:12]=2[C:13](=[O:16])[NH:14][CH3:15])=[CH:4][CH:3]=1.Cl.[C:37]12([NH2:42])[CH2:41][CH:39]([CH2:40]1)[CH2:38]2.CCN(C(C)C)C(C)C. (2) Given the product [F:1][C:2]1[CH:7]=[CH:6][CH:5]=[CH:4][C:3]=1[C:8]1[CH:9]=[CH:10][C:11]([C:14]2[NH:18][C:17]3[CH:19]=[C:20]([S:23]([CH3:24])=[O:28])[CH:21]=[CH:22][C:16]=3[N:15]=2)=[CH:12][CH:13]=1, predict the reactants needed to synthesize it. The reactants are: [F:1][C:2]1[CH:7]=[CH:6][CH:5]=[CH:4][C:3]=1[C:8]1[CH:13]=[CH:12][C:11]([C:14]2[NH:18][C:17]3[CH:19]=[C:20]([S:23][CH3:24])[CH:21]=[CH:22][C:16]=3[N:15]=2)=[CH:10][CH:9]=1.CO.I([O-])(=O)(=O)=[O:28].[Na+]. (3) Given the product [N:14]1([C:9]2[C:10]3[CH:11]=[CH:12][CH:13]=[C:4]([NH2:1])[C:5]=3[CH:6]=[CH:7][N:8]=2)[CH2:15][CH2:16][CH2:17][CH2:18][CH2:19]1, predict the reactants needed to synthesize it. The reactants are: [N+:1]([C:4]1[CH:13]=[CH:12][CH:11]=[C:10]2[C:5]=1[CH:6]=[CH:7][N:8]=[C:9]2[N:14]1[CH2:19][CH2:18][CH2:17][CH2:16][CH2:15]1)([O-])=O.